Dataset: Tox21: 12 toxicity assays (nuclear receptors and stress response pathways). Task: Binary classification across 12 toxicity assays. The molecule is N#Cc1c(Cl)c(Cl)c(Cl)c(C#N)c1Cl. It tested positive (active) for: NR-ER-LBD (Estrogen Receptor Ligand Binding Domain agonist), SR-ATAD5 (ATAD5 genotoxicity (DNA damage)), SR-HSE (Heat Shock Element response), and SR-p53 (p53 tumor suppressor activation).